From a dataset of Retrosynthesis with 50K atom-mapped reactions and 10 reaction types from USPTO. Predict the reactants needed to synthesize the given product. Given the product [N-]=[N+]=NC[C@H](O)c1ccc(O)c2[nH]c(=O)sc12, predict the reactants needed to synthesize it. The reactants are: [N-]=[N+]=NCC(=O)c1ccc(O)c2[nH]c(=O)sc12.